From a dataset of NCI-60 drug combinations with 297,098 pairs across 59 cell lines. Regression. Given two drug SMILES strings and cell line genomic features, predict the synergy score measuring deviation from expected non-interaction effect. Drug 1: C1=NC2=C(N1)C(=S)N=C(N2)N. Drug 2: C1=CC=C(C(=C1)C(C2=CC=C(C=C2)Cl)C(Cl)Cl)Cl. Cell line: RXF 393. Synergy scores: CSS=10.2, Synergy_ZIP=-0.255, Synergy_Bliss=1.15, Synergy_Loewe=-10.6, Synergy_HSA=0.446.